This data is from Reaction yield outcomes from USPTO patents with 853,638 reactions. The task is: Predict the reaction yield, written as a fraction of the theoretical maximum amount of product (1.0 means a 100% yield; for example, 0.34 means a 34% yield). (1) The reactants are Cl[C:2]1[CH:3]=[CH:4][C:5]([N+:9]([O-:11])=[O:10])=[C:6]([CH:8]=1)[NH2:7].C(=O)([O-])[O-].[K+].[K+].[CH2:18]([N:20]1[CH2:25][CH2:24][NH:23][CH2:22][CH2:21]1)[CH3:19]. The catalyst is CN(C=O)C. The product is [CH2:18]([N:20]1[CH2:25][CH2:24][N:23]([C:2]2[CH:3]=[CH:4][C:5]([N+:9]([O-:11])=[O:10])=[C:6]([CH:8]=2)[NH2:7])[CH2:22][CH2:21]1)[CH3:19]. The yield is 0.929. (2) The reactants are [Cl:1][C:2]1[N:7]=[C:6]([C:8]2[S:12][C:11]([N:13]3[CH2:18][CH2:17][N:16](C(OC(C)(C)C)=O)[CH2:15][CH2:14]3)=[N:10][C:9]=2[C:26]2[CH:31]=[CH:30][CH:29]=[C:28]([NH:32][S:33]([C:36]3[C:41]([F:42])=[CH:40][CH:39]=[CH:38][C:37]=3[F:43])(=[O:35])=[O:34])[C:27]=2[F:44])[CH:5]=[CH:4][N:3]=1.C(O)(C(F)(F)F)=O. The catalyst is C(Cl)Cl. The product is [Cl:1][C:2]1[N:7]=[C:6]([C:8]2[S:12][C:11]([N:13]3[CH2:18][CH2:17][NH:16][CH2:15][CH2:14]3)=[N:10][C:9]=2[C:26]2[C:27]([F:44])=[C:28]([NH:32][S:33]([C:36]3[C:37]([F:43])=[CH:38][CH:39]=[CH:40][C:41]=3[F:42])(=[O:35])=[O:34])[CH:29]=[CH:30][CH:31]=2)[CH:5]=[CH:4][N:3]=1. The yield is 0.950. (3) The reactants are NC1C=CC=CC=1.CCN=C=NCCCN(C)C.[Cl:19][C:20]1[CH:30]=[CH:29][C:23]([O:24][CH2:25][C:26]([OH:28])=O)=[C:22]([CH3:31])[CH:21]=1.[NH:32]1[C:41]2[C:36](=[CH:37][CH:38]=[CH:39][CH:40]=2)[CH2:35][CH2:34][CH2:33]1. The product is [Cl:19][C:20]1[CH:30]=[CH:29][C:23]([O:24][CH2:25][C:26]([N:32]2[C:41]3[C:36](=[CH:37][CH:38]=[CH:39][CH:40]=3)[CH2:35][CH2:34][CH2:33]2)=[O:28])=[C:22]([CH3:31])[CH:21]=1. The catalyst is CN(C1C=CN=CC=1)C.C(Cl)Cl. The yield is 0.460. (4) The reactants are [Br:1][C:2]1[C:7](=[O:8])[N:6]([C:9]2[C:14]([F:15])=[CH:13][CH:12]=[CH:11][C:10]=2[F:16])[C:5]([CH3:17])=[C:4]([CH:18]=[O:19])[C:3]=1[O:20][CH2:21][C:22]1[CH:27]=[CH:26][C:25]([F:28])=[CH:24][C:23]=1[F:29]. The catalyst is CO. The product is [Br:1][C:2]1[C:7](=[O:8])[N:6]([C:9]2[C:10]([F:16])=[CH:11][CH:12]=[CH:13][C:14]=2[F:15])[C:5]([CH3:17])=[C:4]([CH2:18][OH:19])[C:3]=1[O:20][CH2:21][C:22]1[CH:27]=[CH:26][C:25]([F:28])=[CH:24][C:23]=1[F:29]. The yield is 0.940. (5) The yield is 0.330. The product is [Br:32][C:29]1[S:28][C:27]([C:25]2[N:12]=[C:11]([C:9]3[CH:10]=[C:5]([C:3]([OH:2])=[O:4])[C:6]([C:14]4[CH:19]=[CH:18][CH:17]=[CH:16][C:15]=4[N+:20]([O-:22])=[O:21])=[CH:7][CH:8]=3)[S:13][CH:24]=2)=[CH:31][CH:30]=1. The reactants are C[O:2][C:3]([C:5]1[C:6]([C:14]2[CH:19]=[CH:18][CH:17]=[CH:16][C:15]=2[N+:20]([O-:22])=[O:21])=[CH:7][CH:8]=[C:9]([C:11](=[S:13])[NH2:12])[CH:10]=1)=[O:4].Br[CH2:24][C:25]([C:27]1[S:28][C:29]([Br:32])=[CH:30][CH:31]=1)=O. No catalyst specified.